From a dataset of Reaction yield outcomes from USPTO patents with 853,638 reactions. Predict the reaction yield, written as a fraction of the theoretical maximum amount of product (1.0 means a 100% yield; for example, 0.34 means a 34% yield). (1) The reactants are ClS([N:5]=[C:6]=O)(=O)=O.[C:8]([O:12][C:13]([NH:15][N:16]1[CH:20]=[CH:19][CH:18]=[C:17]1[CH:21]1[CH2:24][N:23]([C:25]([O:27][CH2:28][C:29]2[CH:34]=[CH:33][CH:32]=[CH:31][CH:30]=2)=[O:26])[CH2:22]1)=[O:14])([CH3:11])([CH3:10])[CH3:9].CN(C=O)C. The catalyst is C(#N)C. The product is [C:8]([O:12][C:13]([NH:15][N:16]1[C:20]([C:6]#[N:5])=[CH:19][CH:18]=[C:17]1[CH:21]1[CH2:22][N:23]([C:25]([O:27][CH2:28][C:29]2[CH:34]=[CH:33][CH:32]=[CH:31][CH:30]=2)=[O:26])[CH2:24]1)=[O:14])([CH3:11])([CH3:9])[CH3:10]. The yield is 0.360. (2) The reactants are [C:1]1([CH3:17])[CH:6]=[CH:5][CH:4]=[CH:3][C:2]=1[O:7][C:8]1[CH:9]=[C:10]([CH:14]=[CH:15][CH:16]=1)[C:11]([OH:13])=O.[NH2:18][C@@H:19]1[C@H:23]2[O:24][CH2:25][C@H:26]([NH:27][C:28]([CH:30]3[CH2:32][CH2:31]3)=[O:29])[C@H:22]2[O:21][CH2:20]1. No catalyst specified. The product is [CH:30]1([C:28]([NH:27][C@@H:26]2[C@H:22]3[O:21][CH2:20][C@H:19]([NH:18][C:11](=[O:13])[C:10]4[CH:14]=[CH:15][CH:16]=[C:8]([O:7][C:2]5[CH:3]=[CH:4][CH:5]=[CH:6][C:1]=5[CH3:17])[CH:9]=4)[C@H:23]3[O:24][CH2:25]2)=[O:29])[CH2:31][CH2:32]1. The yield is 0.471. (3) The reactants are [CH3:1][C:2]1[CH:3]=[N:4][NH:5][CH:6]=1.[O:7]1[CH:12]=[CH:11][CH2:10][CH2:9][CH2:8]1.[H-].[Na+]. The catalyst is FC(F)(F)C(O)=O. The product is [CH3:1][C:2]1[CH:3]=[N:4][N:5]([CH:8]2[CH2:9][CH2:10][CH2:11][CH2:12][O:7]2)[CH:6]=1. The yield is 0.830. (4) The reactants are [NH2:1][C:2]1[CH:3]=[C:4]([CH:9]=[CH:10][C:11]=1[F:12])[C:5]([O:7][CH3:8])=[O:6].N1C=CC=CC=1.[F:19][C:20]1[CH:25]=[CH:24][C:23]([F:26])=[CH:22][C:21]=1[S:27](Cl)(=[O:29])=[O:28]. The catalyst is C(Cl)Cl.CN(C1C=CN=CC=1)C. The product is [F:19][C:20]1[CH:25]=[CH:24][C:23]([F:26])=[CH:22][C:21]=1[S:27]([NH:1][C:2]1[CH:3]=[C:4]([CH:9]=[CH:10][C:11]=1[F:12])[C:5]([O:7][CH3:8])=[O:6])(=[O:29])=[O:28]. The yield is 0.945. (5) The reactants are [I-:1].[Na+].CNCCNC.Br[C:10]1[N:15]=[C:14]([O:16][CH3:17])[C:13]([NH2:18])=[CH:12][CH:11]=1.O. The catalyst is O1CCOCC1.[Cu](I)I.C(OCC)(=O)C. The product is [I:1][C:10]1[N:15]=[C:14]([O:16][CH3:17])[C:13]([NH2:18])=[CH:12][CH:11]=1. The yield is 0.750. (6) The reactants are [N+:1]([C:4]1[CH:9]=[CH:8][C:7]([C:10]2[NH:14][N:13]=[CH:12][CH:11]=2)=[CH:6][CH:5]=1)([O-:3])=[O:2].[Br:15]N1C(=O)CCC1=O. The catalyst is CN(C)C=O. The product is [Br:15][C:11]1[C:10]([C:7]2[CH:6]=[CH:5][C:4]([N+:1]([O-:3])=[O:2])=[CH:9][CH:8]=2)=[N:14][NH:13][CH:12]=1. The yield is 0.900.